Task: Predict which catalyst facilitates the given reaction.. Dataset: Catalyst prediction with 721,799 reactions and 888 catalyst types from USPTO (1) Reactant: [Cl:1][C:2]1[N:3]=[C:4](Cl)[C:5]2[C:10]3[CH2:11][CH2:12][CH2:13][CH2:14][C:9]=3[S:8][C:6]=2[N:7]=1.[C:16]([NH:23][CH2:24][CH2:25][NH2:26])([O:18][C:19]([CH3:22])([CH3:21])[CH3:20])=[O:17].CCN(CC)CC. Product: [C:19]([O:18][C:16](=[O:17])[NH:23][CH2:24][CH2:25][NH:26][C:4]1[C:5]2[C:10]3[CH2:11][CH2:12][CH2:13][CH2:14][C:9]=3[S:8][C:6]=2[N:7]=[C:2]([Cl:1])[N:3]=1)([CH3:22])([CH3:20])[CH3:21]. The catalyst class is: 44. (2) Reactant: [NH:1]1[C:9]2[C:4](=[CH:5][CH:6]=[C:7]([C:10]#[N:11])[CH:8]=2)[CH:3]=[N:2]1.[OH-:12].[Na+]. Product: [NH:1]1[C:9]2[C:4](=[CH:5][CH:6]=[C:7]([C:10]([NH2:11])=[O:12])[CH:8]=2)[CH:3]=[N:2]1. The catalyst class is: 8. (3) Reactant: [NH2:1][C:2]1[CH:17]=[CH:16][C:5]([C:6]([O:8][CH2:9][C:10]2[CH:15]=[CH:14][CH:13]=[CH:12][CH:11]=2)=[O:7])=[CH:4][CH:3]=1.CCN(C(C)C)C(C)C.Cl[C:28]1[N:33]=[C:32]([Cl:34])[C:31]([C:35]([F:38])([F:37])[F:36])=[CH:30][N:29]=1.C(Cl)Cl. Product: [Cl:34][C:32]1[C:31]([C:35]([F:37])([F:36])[F:38])=[CH:30][N:29]=[C:28]([NH:1][C:2]2[CH:17]=[CH:16][C:5]([C:6]([O:8][CH2:9][C:10]3[CH:15]=[CH:14][CH:13]=[CH:12][CH:11]=3)=[O:7])=[CH:4][CH:3]=2)[N:33]=1. The catalyst class is: 44. (4) Reactant: [Cl:1][C:2]1[N:11]=[CH:10][C:9]2[NH:8][CH2:7][CH:6]3[CH2:12][O:13][CH2:14][CH2:15][N:5]3[C:4]=2[N:3]=1.[CH3:16][C:17]([CH3:20])([O-])[CH3:18].[Na+].BrCC1CC1. Product: [Cl:1][C:2]1[N:11]=[CH:10][C:9]2[N:8]([CH2:16][CH:17]3[CH2:20][CH2:18]3)[CH2:7][CH:6]3[CH2:12][O:13][CH2:14][CH2:15][N:5]3[C:4]=2[N:3]=1. The catalyst class is: 16. (5) Reactant: [OH:1][C@H:2]1[C@@H:7]([CH2:8][C:9]2[CH:10]=[C:11]([CH:15]=[CH:16][CH:17]=2)[C:12]([NH2:14])=[O:13])[CH2:6][C@H:5]2[C@H:18]3[C@H:27]([CH2:28][CH2:29][C@:3]12[CH3:4])[C:26]1[CH:25]=[CH:24][C:23](CO)=[CH:22][C:21]=1[CH2:20][CH2:19]3.C1(P(C2C=CC=CC=2)C2C=CC=CC=2)C=CC=CC=1.[C:51]([Br:55])(Br)(Br)Br.O. Product: [Br:55][CH2:51][C:23]1[CH:24]=[CH:25][C:26]2[C@@H:27]3[C@H:18]([C@H:5]4[C@@:3]([CH2:29][CH2:28]3)([CH3:4])[C@@H:2]([OH:1])[C@@H:7]([CH2:8][C:9]3[CH:10]=[C:11]([CH:15]=[CH:16][CH:17]=3)[C:12]([NH2:14])=[O:13])[CH2:6]4)[CH2:19][CH2:20][C:21]=2[CH:22]=1. The catalyst class is: 2. (6) Reactant: [NH2:1][C:2]1[C:3]([CH2:8][C:9]([O:11][CH2:12][CH3:13])=[O:10])=[N:4][CH:5]=[CH:6][CH:7]=1.[CH2:14]([O:16][CH:17]([O:21][CH2:22][CH3:23])[C:18](O)=[O:19])[CH3:15].C(N(C(C)C)CC)(C)C.F[P-](F)(F)(F)(F)F.N1(OC(N(C)C)=[N+](C)C)C2N=CC=CC=2N=N1. Product: [CH2:14]([O:16][CH:17]([O:21][CH2:22][CH3:23])[C:18]([NH:1][C:2]1[C:3]([CH2:8][C:9]([O:11][CH2:12][CH3:13])=[O:10])=[N:4][CH:5]=[CH:6][CH:7]=1)=[O:19])[CH3:15]. The catalyst class is: 35. (7) Reactant: [OH-].[Na+].[N:3]1([CH:9]2[CH2:14][CH2:13][N:12]([C:15](=[O:29])[CH2:16][CH2:17][C:18]3[N:19]([CH2:23][C:24]([O:26]CC)=[O:25])[CH:20]=[CH:21][N:22]=3)[CH2:11][CH2:10]2)[CH2:8][CH2:7][CH2:6][CH2:5][CH2:4]1.[ClH:30]. Product: [ClH:30].[N:3]1([CH:9]2[CH2:14][CH2:13][N:12]([C:15](=[O:29])[CH2:16][CH2:17][C:18]3[N:19]([CH2:23][C:24]([OH:26])=[O:25])[CH:20]=[CH:21][N:22]=3)[CH2:11][CH2:10]2)[CH2:8][CH2:7][CH2:6][CH2:5][CH2:4]1. The catalyst class is: 6.